Dataset: Reaction yield outcomes from USPTO patents with 853,638 reactions. Task: Predict the reaction yield, written as a fraction of the theoretical maximum amount of product (1.0 means a 100% yield; for example, 0.34 means a 34% yield). (1) The reactants are C[O:2][C:3]1[CH:4]=[C:5]2[C:10](=[CH:11][C:12]=1[C:13]1[CH:18]=[CH:17][CH:16]=[CH:15][N:14]=1)[CH:9]=[N:8][CH:7]=[CH:6]2.C[S-].[Na+]. The catalyst is CN(C)C=O. The product is [N:14]1[CH:15]=[CH:16][CH:17]=[CH:18][C:13]=1[C:12]1[CH:11]=[C:10]2[C:5]([CH:6]=[CH:7][N:8]=[CH:9]2)=[CH:4][C:3]=1[OH:2]. The yield is 0.270. (2) The reactants are Br[C:2]1[CH:7]=[CH:6][N:5]=[C:4]2[N:8]([CH2:11][O:12][CH2:13][CH2:14][Si:15]([CH3:18])([CH3:17])[CH3:16])[CH:9]=[CH:10][C:3]=12.C([Mg]Cl)(C)C.[Cl:24][CH2:25][C:26](N(OC)C)=[O:27]. The catalyst is CCOCC.C1COCC1. The product is [Cl:24][CH2:25][C:26]([C:2]1[CH:7]=[CH:6][N:5]=[C:4]2[N:8]([CH2:11][O:12][CH2:13][CH2:14][Si:15]([CH3:18])([CH3:17])[CH3:16])[CH:9]=[CH:10][C:3]=12)=[O:27]. The yield is 0.350. (3) The reactants are [CH2:1]([O:8][C:9]([N:11]1[CH2:16][CH2:15][N:14]([C:17]([O:19][C:20]([CH3:23])([CH3:22])[CH3:21])=[O:18])[CH:13]([C:24]([OH:26])=[O:25])[CH2:12]1)=[O:10])[C:2]1[CH:7]=[CH:6][CH:5]=[CH:4][CH:3]=1. The catalyst is C1(C)C=CC=CC=1. The product is [N:14]1([C:17]([O:19][C:20]([CH3:22])([CH3:23])[CH3:21])=[O:18])[CH2:15][CH2:16][N:11]([C:9]([O:8][CH2:1][C:2]2[CH:3]=[CH:4][CH:5]=[CH:6][CH:7]=2)=[O:10])[CH2:12][CH:13]1[C:24]([O:26][C:2]([CH3:7])([CH3:3])[CH3:1])=[O:25]. The yield is 0.940. (4) The reactants are [NH2:1][C:2]1[CH:7]=[C:6]([C:8]([F:11])([F:10])[F:9])[C:5]([NH:12][C:13](=[O:22])[CH2:14][CH2:15][CH:16]2[CH2:21][CH2:20][CH2:19][CH2:18][CH2:17]2)=[C:4]([Br:23])[CH:3]=1.[Cl:24][C:25]1[S:29][C:28]([CH:30]=O)=[CH:27][CH:26]=1.C([BH3-])#N.[Na+].C(=O)(O)[O-].[Na+]. The catalyst is CO. The product is [Br:23][C:4]1[CH:3]=[C:2]([NH:1][CH2:30][C:28]2[S:29][C:25]([Cl:24])=[CH:26][CH:27]=2)[CH:7]=[C:6]([C:8]([F:10])([F:11])[F:9])[C:5]=1[NH:12][C:13](=[O:22])[CH2:14][CH2:15][CH:16]1[CH2:21][CH2:20][CH2:19][CH2:18][CH2:17]1. The yield is 0.330.